From a dataset of TCR-epitope binding with 47,182 pairs between 192 epitopes and 23,139 TCRs. Binary Classification. Given a T-cell receptor sequence (or CDR3 region) and an epitope sequence, predict whether binding occurs between them. (1) The epitope is SEISMDNSPNL. The TCR CDR3 sequence is CSVASPANTGELFF. Result: 1 (the TCR binds to the epitope). (2) The epitope is TEKSNIIRGW. The TCR CDR3 sequence is CAIRATAGETQYF. Result: 1 (the TCR binds to the epitope).